From a dataset of Peptide-MHC class I binding affinity with 185,985 pairs from IEDB/IMGT. Regression. Given a peptide amino acid sequence and an MHC pseudo amino acid sequence, predict their binding affinity value. This is MHC class I binding data. (1) The peptide sequence is SLDSWWTSL. The MHC is HLA-A68:01 with pseudo-sequence HLA-A68:01. The binding affinity (normalized) is 0. (2) The peptide sequence is HPEIVIYQY. The MHC is HLA-A68:01 with pseudo-sequence HLA-A68:01. The binding affinity (normalized) is 0.